Dataset: Full USPTO retrosynthesis dataset with 1.9M reactions from patents (1976-2016). Task: Predict the reactants needed to synthesize the given product. (1) Given the product [Br:61][C:62]1[CH:63]=[C:64]2[C:50]([N:47]3[CH2:48][CH2:49][N:44]([S:41]([CH3:40])(=[O:43])=[O:42])[CH2:45][CH2:46]3)=[C:51]([C:53]3[CH:58]=[CH:57][C:56]([O:59][CH3:60])=[CH:55][CH:54]=3)[NH:68][C:65]2=[N:66][CH:67]=1, predict the reactants needed to synthesize it. The reactants are: C(OC(N1CCNCC1)=O)(C)(C)C.CS(Cl)(=O)=O.C(N(C(C)C)C(C)C)C.BrCC(C1C=CC(OC)=CC=1)=O.[CH3:40][S:41]([N:44]1[CH2:49][CH2:48][N:47]([CH2:50][C:51]([C:53]2[CH:58]=[CH:57][C:56]([O:59][CH3:60])=[CH:55][CH:54]=2)=O)[CH2:46][CH2:45]1)(=[O:43])=[O:42].[Br:61][C:62]1[CH:63]=[CH:64][C:65]([NH:68]N)=[N:66][CH:67]=1. (2) Given the product [CH3:17][O:16][C:15]1[C:10]([N:2]([CH3:3])[CH3:1])=[N:11][CH:12]=[C:13]([NH2:18])[CH:14]=1, predict the reactants needed to synthesize it. The reactants are: [CH3:1][NH:2][CH3:3].C1COCC1.Cl[C:10]1[C:15]([O:16][CH3:17])=[CH:14][C:13]([N+:18]([O-])=O)=[CH:12][N:11]=1. (3) Given the product [C:31]([C:30]1[CH:29]=[C:28]([C:26]2[N:27]=[C:23]([N:17]3[CH2:22][CH2:21][N:20]([C:9]([NH:8][C:5]4[O:4][N:3]=[C:2]([CH3:1])[C:6]=4[CH3:7])=[O:16])[CH2:19][CH2:18]3)[S:24][CH:25]=2)[CH:35]=[CH:34][CH:33]=1)#[N:32], predict the reactants needed to synthesize it. The reactants are: [CH3:1][C:2]1[C:6]([CH3:7])=[C:5]([NH:8][C:9](=[O:16])OCC(Cl)(Cl)Cl)[O:4][N:3]=1.[N:17]1([C:23]2[S:24][CH:25]=[C:26]([C:28]3[CH:29]=[C:30]([CH:33]=[CH:34][CH:35]=3)[C:31]#[N:32])[N:27]=2)[CH2:22][CH2:21][NH:20][CH2:19][CH2:18]1.C(N(C(C)C)CC)(C)C.O. (4) Given the product [C:9]([O:13][C:14]([N:16]1[C@H:23]([CH2:24][NH:8][CH2:1][C:2]2[CH:7]=[CH:6][CH:5]=[CH:4][CH:3]=2)[CH2:22][C@H:21]2[C@@H:17]1[CH2:18][CH2:19][CH2:20]2)=[O:15])([CH3:12])([CH3:10])[CH3:11], predict the reactants needed to synthesize it. The reactants are: [CH2:1]([NH2:8])[C:2]1[CH:7]=[CH:6][CH:5]=[CH:4][CH:3]=1.[C:9]([O:13][C:14]([N:16]1[C@H:23]([CH:24]=O)[CH2:22][C@H:21]2[C@@H:17]1[CH2:18][CH2:19][CH2:20]2)=[O:15])([CH3:12])([CH3:11])[CH3:10].C(O[BH-](OC(=O)C)OC(=O)C)(=O)C.[Na+].C([O-])(O)=O.[Na+]. (5) Given the product [CH3:17][O:18][C:19](=[O:43])/[CH:20]=[CH:21]/[C:22]1[CH:23]=[C:24]2[C:39](=[CH:40][CH:41]=1)[O:38][C:27]1([CH2:30][N:29]([CH2:8][CH2:9][C:10]3[CH:15]=[CH:14][C:13]([F:16])=[CH:12][CH:11]=3)[CH2:28]1)[CH2:26][C:25]2=[O:42], predict the reactants needed to synthesize it. The reactants are: C([O-])([O-])=O.[K+].[K+].Br[CH2:8][CH2:9][C:10]1[CH:15]=[CH:14][C:13]([F:16])=[CH:12][CH:11]=1.[CH3:17][O:18][C:19](=[O:43])/[CH:20]=[CH:21]/[C:22]1[CH:23]=[C:24]2[C:39](=[CH:40][CH:41]=1)[O:38][C:27]1([CH2:30][N:29](C(OC(C)(C)C)=O)[CH2:28]1)[CH2:26][C:25]2=[O:42].